Dataset: Reaction yield outcomes from USPTO patents with 853,638 reactions. Task: Predict the reaction yield, written as a fraction of the theoretical maximum amount of product (1.0 means a 100% yield; for example, 0.34 means a 34% yield). (1) The reactants are C(Cl)Cl.[Cl-].[F:5][C:6]1[CH:7]=[C:8]([CH:11]=[C:12]([F:14])[CH:13]=1)[CH2:9][Zn+].Br[C:16]1[CH:17]=[C:18]2[C:24]([NH2:25])=[N:23][NH:22][C:19]2=[N:20][CH:21]=1.O. The catalyst is O1CCCC1. The product is [F:5][C:6]1[CH:7]=[C:8]([CH:11]=[C:12]([F:14])[CH:13]=1)[CH2:9][C:16]1[CH:17]=[C:18]2[C:24]([NH2:25])=[N:23][NH:22][C:19]2=[N:20][CH:21]=1. The yield is 0.930. (2) The reactants are C1(P(CC)C2C=CC=CC=2)C=CC=CC=1.[CH3:16][C:17]1([CH3:24])[C:21]([CH3:23])([CH3:22])[O:20][BH:19][O:18]1.[C:25]([NH:29][C:30]([C:32]([N:48]([CH3:52])[C:49](=[O:51])[CH3:50])([CH2:44][CH2:45][CH:46]=[CH2:47])[CH2:33][CH2:34][CH2:35][NH:36][C:37](=[O:43])[O:38][C:39]([CH3:42])([CH3:41])[CH3:40])=[O:31])([CH3:28])([CH3:27])[CH3:26]. The catalyst is ClCCl. The product is [C:25]([NH:29][C:30]([C:32]([N:48]([CH3:52])[C:49](=[O:51])[CH3:50])([CH2:44][CH2:45][CH2:46][CH2:47][B:19]1[O:20][C:21]([CH3:23])([CH3:22])[C:17]([CH3:24])([CH3:16])[O:18]1)[CH2:33][CH2:34][CH2:35][NH:36][C:37](=[O:43])[O:38][C:39]([CH3:40])([CH3:42])[CH3:41])=[O:31])([CH3:26])([CH3:27])[CH3:28]. The yield is 0.900. (3) The reactants are [CH:1]1([C:6]([C:8]2[CH:13]=[C:12]([CH3:14])[CH:11]=[CH:10][C:9]=2[NH:15][C:16](=[O:30])[NH:17][C:18]2[S:19][CH:20]=[C:21]([CH2:23][CH2:24]OS(C)(=O)=O)[N:22]=2)=[O:7])[CH2:5][CH2:4][CH2:3][CH2:2]1.[CH3:31][N:32]1[CH:36]=[CH:35][N:34]=[C:33]1[SH:37]. No catalyst specified. The product is [CH:1]1([C:6]([C:8]2[CH:13]=[C:12]([CH3:14])[CH:11]=[CH:10][C:9]=2[NH:15][C:16]([NH:17][C:18]2[S:19][CH:20]=[C:21]([CH2:23][CH2:24][S:37][C:33]3[N:32]([CH3:31])[CH:36]=[CH:35][N:34]=3)[N:22]=2)=[O:30])=[O:7])[CH2:2][CH2:3][CH2:4][CH2:5]1. The yield is 0.430. (4) The reactants are [N:1]1[CH:6]=[CH:5][CH:4]=[CH:3][C:2]=1[CH3:7].[Br:8][CH2:9][C:10]([C:12]1[CH:17]=[CH:16][CH:15]=[CH:14][CH:13]=1)=[O:11]. The catalyst is CO. The product is [Br-:8].[CH3:7][C:2]1[CH:3]=[CH:4][CH:5]=[CH:6][N+:1]=1[CH2:9][C:10](=[O:11])[C:12]1[CH:17]=[CH:16][CH:15]=[CH:14][CH:13]=1. The yield is 0.860. (5) The yield is 0.650. The reactants are [ClH:1].C(OC([N:9]1[CH2:21][C:12]2=[C:13]3[N:18]([N:19]=[C:11]2[CH2:10]1)[CH:17]=[C:16]([CH3:20])[CH:15]=[N:14]3)=O)(C)(C)C.CCO. The product is [ClH:1].[CH3:20][C:16]1[CH:15]=[N:14][C:13]2[N:18]([N:19]=[C:11]3[CH2:10][NH:9][CH2:21][C:12]3=2)[CH:17]=1. The catalyst is CC(O)=O. (6) The reactants are [CH:1]1[C:9]2[C:8]3[CH:10]=[CH:11][CH:12]=[CH:13][C:7]=3[S:6][C:5]=2[C:4](B(O)O)=[CH:3][CH:2]=1.[Br:17][C:18]1[CH:23]=[C:22]([Cl:24])[CH:21]=[C:20](Br)[CH:19]=1.C([O-])([O-])=O.[K+].[K+]. The catalyst is C1(C)C=CC=CC=1.O.C1C=CC([P]([Pd]([P](C2C=CC=CC=2)(C2C=CC=CC=2)C2C=CC=CC=2)([P](C2C=CC=CC=2)(C2C=CC=CC=2)C2C=CC=CC=2)[P](C2C=CC=CC=2)(C2C=CC=CC=2)C2C=CC=CC=2)(C2C=CC=CC=2)C2C=CC=CC=2)=CC=1. The product is [Br:17][C:18]1[CH:19]=[C:20]([C:4]2[C:5]3[S:6][C:7]4[CH:13]=[CH:12][CH:11]=[CH:10][C:8]=4[C:9]=3[CH:1]=[CH:2][CH:3]=2)[CH:21]=[C:22]([Cl:24])[CH:23]=1. The yield is 0.712. (7) The reactants are N#N.Br[C:4]1[CH:5]=[C:6]2[C:11](=[CH:12][CH:13]=1)[C:10](=[O:14])[N:9]([CH3:15])[CH:8]=[CH:7]2.[CH3:16][C:17]1([CH3:33])[C:21]([CH3:23])([CH3:22])[O:20][B:19]([B:19]2[O:20][C:21]([CH3:23])([CH3:22])[C:17]([CH3:33])([CH3:16])[O:18]2)[O:18]1.CC([O-])=O.[K+]. The catalyst is O1CCOCC1.C1C=CC(P(C2C=CC=CC=2)[C-]2C=CC=C2)=CC=1.C1C=CC(P(C2C=CC=CC=2)[C-]2C=CC=C2)=CC=1.Cl[Pd]Cl.[Fe+2]. The product is [CH3:15][N:9]1[CH:8]=[CH:7][C:6]2[C:11](=[CH:12][CH:13]=[C:4]([B:19]3[O:20][C:21]([CH3:23])([CH3:22])[C:17]([CH3:33])([CH3:16])[O:18]3)[CH:5]=2)[C:10]1=[O:14]. The yield is 0.750.